This data is from Forward reaction prediction with 1.9M reactions from USPTO patents (1976-2016). The task is: Predict the product of the given reaction. (1) Given the reactants [CH3:1][C@@H:2]([NH2:9])[C:3]1[CH:8]=[CH:7][CH:6]=[CH:5][CH:4]=1.Cl.CC(N)C1C=CC=CC=1, predict the reaction product. The product is: [CH3:1][C@H:2]([NH2:9])[C:3]1[CH:8]=[CH:7][CH:6]=[CH:5][CH:4]=1. (2) Given the reactants [NH2:1][C:2]1[CH:3]=[C:4]2[C:9](=[CH:10][CH:11]=1)[CH:8]=[C:7]([C:12]([O:14][CH3:15])=[O:13])[CH:6]=[CH:5]2.[F:16][C:17]([F:26])([F:25])[CH:18]1[CH2:23][CH2:22][C:21](=O)[CH2:20][CH2:19]1.[BH-](OC(C)=O)(OC(C)=O)OC(C)=O.[Na+].CC(O)=O, predict the reaction product. The product is: [F:16][C:17]([F:26])([F:25])[C@@H:18]1[CH2:23][CH2:22][C@H:21]([NH:1][C:2]2[CH:3]=[C:4]3[C:9](=[CH:10][CH:11]=2)[CH:8]=[C:7]([C:12]([O:14][CH3:15])=[O:13])[CH:6]=[CH:5]3)[CH2:20][CH2:19]1.